Dataset: Reaction yield outcomes from USPTO patents with 853,638 reactions. Task: Predict the reaction yield, written as a fraction of the theoretical maximum amount of product (1.0 means a 100% yield; for example, 0.34 means a 34% yield). The reactants are [Br:1][C:2]1[CH:8]=[CH:7][C:5]([NH2:6])=[CH:4][CH:3]=1.C(O[CH:12]=[C:13]([C:19]([O:21][CH2:22][CH3:23])=[O:20])[C:14]([O:16][CH2:17][CH3:18])=[O:15])C.CCCC(C)C. The catalyst is C1(C)C=CC=CC=1. The product is [CH2:17]([O:16][C:14](=[O:15])[C:13](=[CH:12][NH:6][C:5]1[CH:7]=[CH:8][C:2]([Br:1])=[CH:3][CH:4]=1)[C:19]([O:21][CH2:22][CH3:23])=[O:20])[CH3:18]. The yield is 0.850.